This data is from Reaction yield outcomes from USPTO patents with 853,638 reactions. The task is: Predict the reaction yield, written as a fraction of the theoretical maximum amount of product (1.0 means a 100% yield; for example, 0.34 means a 34% yield). (1) The yield is 0.360. The reactants are [Cl:1][C:2]1[CH:7]=[C:6]([OH:8])[CH:5]=[CH:4][C:3]=1[C:9]1[CH:14]=[CH:13][CH:12]=[C:11]([CH2:15][O:16][C:17]2[CH:22]=[CH:21][C:20]([C:23]3([CH2:27][C:28]([O:30][CH2:31][CH3:32])=[O:29])[CH2:26][O:25][CH2:24]3)=[CH:19][CH:18]=2)[CH:10]=1.Br[CH2:34][C:35]1([CH2:39][OH:40])[CH2:38][O:37][CH2:36]1.C(=O)([O-])[O-].[Cs+].[Cs+]. The product is [Cl:1][C:2]1[CH:7]=[C:6]([O:8][CH2:34][C:35]2([CH2:39][OH:40])[CH2:38][O:37][CH2:36]2)[CH:5]=[CH:4][C:3]=1[C:9]1[CH:14]=[CH:13][CH:12]=[C:11]([CH2:15][O:16][C:17]2[CH:22]=[CH:21][C:20]([C:23]3([CH2:27][C:28]([O:30][CH2:31][CH3:32])=[O:29])[CH2:24][O:25][CH2:26]3)=[CH:19][CH:18]=2)[CH:10]=1. The catalyst is CN(C=O)C. (2) The reactants are [CH3:1][O:2][C:3]1[CH:4]=[C:5]2[C:10](=[CH:11][CH:12]=1)[NH:9][C:8](=O)[C:7]([C:14]([F:17])([F:16])[F:15])=[CH:6]2.O=P(Cl)(Cl)[Cl:20]. No catalyst specified. The product is [Cl:20][C:8]1[C:7]([C:14]([F:17])([F:16])[F:15])=[CH:6][C:5]2[C:10](=[CH:11][CH:12]=[C:3]([O:2][CH3:1])[CH:4]=2)[N:9]=1. The yield is 0.940. (3) The reactants are [NH2:1][C:2]1[C:7]([F:8])=[C:6](Cl)[N:5]=[C:4]([C:10]([O:12][CH3:13])=[O:11])[CH:3]=1.[Cl:14][C:15]1[CH:20]=[CH:19][C:18](B(O)O)=[CH:17][C:16]=1[F:24].[F-].[Cs+]. The catalyst is Cl[Pd](Cl)([P](C1C=CC=CC=1)(C1C=CC=CC=1)C1C=CC=CC=1)[P](C1C=CC=CC=1)(C1C=CC=CC=1)C1C=CC=CC=1. The product is [NH2:1][C:2]1[C:7]([F:8])=[C:6]([C:18]2[CH:19]=[CH:20][C:15]([Cl:14])=[C:16]([F:24])[CH:17]=2)[N:5]=[C:4]([C:10]([O:12][CH3:13])=[O:11])[CH:3]=1. The yield is 0.710.